This data is from Full USPTO retrosynthesis dataset with 1.9M reactions from patents (1976-2016). The task is: Predict the reactants needed to synthesize the given product. (1) Given the product [Cl:9][C:7]1[CH:6]=[CH:5][C:4]([N:10]2[CH2:14][CH2:13][CH2:12][C:11]2=[O:15])=[C:3]([CH:8]=1)[C:2]#[N:1], predict the reactants needed to synthesize it. The reactants are: [NH2:1][CH2:2][C:3]1[CH:8]=[C:7]([Cl:9])[CH:6]=[CH:5][C:4]=1[N:10]1[CH2:14][CH2:13][CH2:12][C:11]1=[O:15].ClC1C=CC(F)=C(C=1)C#N.N1CCCC1=O.[H-].[Na+]. (2) Given the product [CH2:34]([O:33][C:28](=[O:32])[CH2:29][CH:30]1[S:14][C:12]([C:9]2[NH:10][C:11]3[C:7]([CH:8]=2)=[CH:6][CH:5]=[CH:4][C:3]=3[N:2]([CH3:1])[S:15]([C:18]2[CH:23]=[CH:22][CH:21]=[CH:20][C:19]=2[C:24]([F:27])([F:25])[F:26])(=[O:17])=[O:16])=[N:13][CH2:31]1)[CH3:35], predict the reactants needed to synthesize it. The reactants are: [CH3:1][N:2]([S:15]([C:18]1[CH:23]=[CH:22][CH:21]=[CH:20][C:19]=1[C:24]([F:27])([F:26])[F:25])(=[O:17])=[O:16])[C:3]1[CH:4]=[CH:5][CH:6]=[C:7]2[C:11]=1[NH:10][C:9]([C:12](=[S:14])[NH2:13])=[CH:8]2.[C:28]([O:33][CH2:34][CH3:35])(=[O:32])[C:29]#[C:30][CH3:31].C(P(CCCC)CCCC)CCC.C1(C)C=CC=CC=1. (3) Given the product [CH3:38][O:39][C:40]1[CH:45]=[CH:44][C:43]([S:46][C:2]2[N:3]=[C:4]3[C:10]4[CH:11]=[CH:12][CH:13]=[CH:14][C:9]=4[NH:8][C:7]4[N:15]=[CH:16][CH:17]=[CH:18][C:6]=4[N:5]3[C:19]=2[C:20]2[CH:21]=[CH:22][C:23]([C:26]3([NH2:30])[CH2:29][CH2:28][CH2:27]3)=[CH:24][CH:25]=2)=[CH:42][CH:41]=1, predict the reactants needed to synthesize it. The reactants are: Br[C:2]1[N:3]=[C:4]2[C:10]3[CH:11]=[CH:12][CH:13]=[CH:14][C:9]=3[NH:8][C:7]3[N:15]=[CH:16][CH:17]=[CH:18][C:6]=3[N:5]2[C:19]=1[C:20]1[CH:25]=[CH:24][C:23]([C:26]2([NH:30]C(=O)OC(C)(C)C)[CH2:29][CH2:28][CH2:27]2)=[CH:22][CH:21]=1.[CH3:38][O:39][C:40]1[CH:45]=[CH:44][C:43]([SH:46])=[CH:42][CH:41]=1.CC1(C)C2C(=C(P(C3C=CC=CC=3)C3C=CC=CC=3)C=CC=2)OC2C(P(C3C=CC=CC=3)C3C=CC=CC=3)=CC=CC1=2.C([O-])([O-])=O.[K+].[K+]. (4) Given the product [C:15]([O:18][C:19](=[O:20])[NH:1][C:2]([C:6]1[CH:11]=[C:10]([Br:12])[CH:9]=[CH:8][C:7]=1[F:13])([CH3:5])[CH2:3][OH:4])([CH3:17])([CH3:16])[CH3:14], predict the reactants needed to synthesize it. The reactants are: [NH2:1][C:2]([C:6]1[CH:11]=[C:10]([Br:12])[CH:9]=[CH:8][C:7]=1[F:13])([CH3:5])[CH2:3][OH:4].[CH3:14][C:15]([O:18][C:19](O[C:19]([O:18][C:15]([CH3:17])([CH3:16])[CH3:14])=[O:20])=[O:20])([CH3:17])[CH3:16].C([O-])(O)=O.[Na+]. (5) The reactants are: [N+:1]([C:4]1[CH:12]=[CH:11][CH:10]=[C:9]2[C:5]=1[CH:6]=[N:7][NH:8]2)([O-:3])=[O:2].C(=O)([O-])[O-].[K+].[K+].Cl.[CH3:20][N:21]([CH3:25])[CH2:22][CH2:23]Cl. Given the product [CH3:20][N:21]([CH3:25])[CH2:22][CH2:23][N:8]1[C:9]2[C:5](=[C:4]([N+:1]([O-:3])=[O:2])[CH:12]=[CH:11][CH:10]=2)[CH:6]=[N:7]1, predict the reactants needed to synthesize it. (6) Given the product [C:23]([O:22][C:21]([NH:20][CH2:19][CH2:18][N:10]1[C:11]([C:13]([O:15][CH3:16])=[O:14])=[CH:12][C:8]([C:2]2[CH:3]=[CH:4][CH:5]=[CH:6][CH:7]=2)=[N:9]1)=[O:27])([CH3:26])([CH3:25])[CH3:24], predict the reactants needed to synthesize it. The reactants are: Cl.[C:2]1([C:8]2[CH:12]=[C:11]([C:13]([O:15][CH3:16])=[O:14])[NH:10][N:9]=2)[CH:7]=[CH:6][CH:5]=[CH:4][CH:3]=1.Br[CH2:18][CH2:19][NH:20][C:21](=[O:27])[O:22][C:23]([CH3:26])([CH3:25])[CH3:24].C(=O)([O-])[O-].[K+].[K+].